This data is from Forward reaction prediction with 1.9M reactions from USPTO patents (1976-2016). The task is: Predict the product of the given reaction. Given the reactants [NH2:1][C:2]1[CH:7]=[CH:6][CH:5]=[C:4]([CH3:8])[N:3]=1.[N+:9]([O-])([OH:11])=[O:10].[OH-].[Na+], predict the reaction product. The product is: [NH2:1][C:2]1[C:7]([N+:9]([O-:11])=[O:10])=[CH:6][CH:5]=[C:4]([CH3:8])[N:3]=1.